Dataset: Peptide-MHC class I binding affinity with 185,985 pairs from IEDB/IMGT. Task: Regression. Given a peptide amino acid sequence and an MHC pseudo amino acid sequence, predict their binding affinity value. This is MHC class I binding data. (1) The peptide sequence is YLHIHPFKI. The MHC is HLA-A02:19 with pseudo-sequence HLA-A02:19. The binding affinity (normalized) is 0.610. (2) The peptide sequence is FLLQLNETI. The MHC is HLA-A24:02 with pseudo-sequence HLA-A24:02. The binding affinity (normalized) is 0.375.